Dataset: Full USPTO retrosynthesis dataset with 1.9M reactions from patents (1976-2016). Task: Predict the reactants needed to synthesize the given product. Given the product [CH2:12]([O:9][CH2:8][C:4]1[CH:5]=[CH:6][CH:7]=[C:2]([I:1])[CH:3]=1)[C:13]1[CH:18]=[CH:17][CH:16]=[CH:15][CH:14]=1, predict the reactants needed to synthesize it. The reactants are: [I:1][C:2]1[CH:3]=[C:4]([CH2:8][OH:9])[CH:5]=[CH:6][CH:7]=1.[H-].[Na+].[CH2:12](Cl)[C:13]1[CH:18]=[CH:17][CH:16]=[CH:15][CH:14]=1.